This data is from Full USPTO retrosynthesis dataset with 1.9M reactions from patents (1976-2016). The task is: Predict the reactants needed to synthesize the given product. Given the product [NH2:8][CH2:9][CH2:19][CH2:28][N:29]([CH:19]([C:9]1[N:8]([CH2:1][C:2]2[CH:7]=[CH:6][CH:5]=[CH:4][CH:3]=2)[C:13](=[O:14])[C:12]2[CH:15]=[CH:16][CH:17]=[N:18][C:11]=2[N:10]=1)[CH:20]([CH3:22])[CH3:21])[C:31](=[O:32])[C:5]1[CH:6]=[CH:7][C:2]([CH3:1])=[CH:3][CH:4]=1.[N:24]([CH:19]([C:9]1[N:8]([CH2:1][C:2]2[CH:7]=[CH:6][CH:5]=[CH:4][CH:3]=2)[C:13](=[O:14])[C:12]2[CH:15]=[CH:16][CH:17]=[N:18][C:11]=2[N:10]=1)[CH:20]([CH3:22])[CH3:21])=[N+:25]=[N-:26], predict the reactants needed to synthesize it. The reactants are: [CH2:1]([N:8]1[C:13](=[O:14])[C:12]2[CH:15]=[CH:16][CH:17]=[N:18][C:11]=2[N:10]=[C:9]1[CH:19](Br)[CH:20]([CH3:22])[CH3:21])[C:2]1[CH:7]=[CH:6][CH:5]=[CH:4][CH:3]=1.[N-:24]=[N+:25]=[N-:26].[Na+].[CH3:28][N:29]([CH:31]=[O:32])C.